This data is from Catalyst prediction with 721,799 reactions and 888 catalyst types from USPTO. The task is: Predict which catalyst facilitates the given reaction. (1) Reactant: [CH3:1][N:2]1[CH:6]=[C:5]([NH:7][C:8]2[N:13]=[C:12]([NH:14][CH:15]3[C:19]4([CH2:23][CH2:22][CH2:21][CH2:20]4)[CH2:18][N:17](C(OC(C)(C)C)=O)[CH2:16]3)[CH:11]=[CH:10][N:9]=2)[CH:4]=[N:3]1.C(O)(C(F)(F)F)=O. Product: [CH3:1][N:2]1[CH:6]=[C:5]([NH:7][C:8]2[N:13]=[C:12]([NH:14][CH:15]3[C:19]4([CH2:20][CH2:21][CH2:22][CH2:23]4)[CH2:18][NH:17][CH2:16]3)[CH:11]=[CH:10][N:9]=2)[CH:4]=[N:3]1. The catalyst class is: 2. (2) Reactant: [N:1]1[CH:6]=[CH:5][CH:4]=[CH:3][C:2]=1[C:7]1[N:11]=[C:10]([C:12]2[CH:17]=[C:16]([OH:18])[CH:15]=[C:14]([C:19]#[N:20])[CH:13]=2)[O:9][N:8]=1.C(=O)([O-])[O-].[K+].[K+].I[CH2:28][CH3:29]. Product: [N:1]1[CH:6]=[CH:5][CH:4]=[CH:3][C:2]=1[C:7]1[N:11]=[C:10]([C:12]2[CH:17]=[C:16]([O:18][CH2:28][CH3:29])[CH:15]=[C:14]([C:19]#[N:20])[CH:13]=2)[O:9][N:8]=1. The catalyst class is: 204. (3) Reactant: [OH:1][C:2]1[CH:7]=[CH:6][C:5]([C:8]2[CH:12]=[C:11]([C:13]([NH2:15])=[O:14])[O:10][N:9]=2)=[CH:4][CH:3]=1.C([O-])([O-])=O.[K+].[K+].[C:22]([C:24]1[CH:31]=[CH:30][CH:29]=[CH:28][C:25]=1[CH2:26]Br)#[N:23]. Product: [C:22]([C:24]1[CH:31]=[CH:30][CH:29]=[CH:28][C:25]=1[CH2:26][O:1][C:2]1[CH:3]=[CH:4][C:5]([C:8]2[CH:12]=[C:11]([C:13]([NH2:15])=[O:14])[O:10][N:9]=2)=[CH:6][CH:7]=1)#[N:23]. The catalyst class is: 639.